From a dataset of Forward reaction prediction with 1.9M reactions from USPTO patents (1976-2016). Predict the product of the given reaction. (1) Given the reactants [N+:1]([C:4]1[CH:5]=[CH:6][C:7]([N:10]2[CH2:15][CH2:14][NH:13][CH2:12][CH2:11]2)=[N:8][CH:9]=1)([O-:3])=[O:2].C(=O)([O-])[O-].[K+].[K+].[C:22]([C:24]1[CH:25]=[C:26]([CH:29]=[CH:30][CH:31]=1)[CH2:27]Br)#[N:23], predict the reaction product. The product is: [C:22]([C:24]1[CH:25]=[C:26]([CH:29]=[CH:30][CH:31]=1)[CH2:27][N:13]1[CH2:12][CH2:11][N:10]([C:7]2[CH:6]=[CH:5][C:4]([N+:1]([O-:3])=[O:2])=[CH:9][N:8]=2)[CH2:15][CH2:14]1)#[N:23]. (2) Given the reactants [F:1][C:2]1[CH:3]=[C:4]2[C:8](=[CH:9][CH:10]=1)[NH:7][CH:6]=[C:5]2[CH:11]=O.Cl.[NH2:14][OH:15], predict the reaction product. The product is: [F:1][C:2]1[CH:3]=[C:4]2[C:8](=[CH:9][CH:10]=1)[NH:7][CH:6]=[C:5]2[CH:11]=[N:14][OH:15]. (3) Given the reactants Cl[C:2]1[N:7]=[C:6]([C:8]2[C:17]3[CH2:16][CH2:15][CH2:14][CH2:13][C:12]=3[N:11]=[C:10]([O:18][CH2:19][C:20]3[CH:25]=[CH:24][CH:23]=[CH:22][N:21]=3)[CH:9]=2)[CH:5]=[N:4][CH:3]=1.[F-:26].[Cs+].O1CCOCCOCCOCCOCCOCC1.CC#N, predict the reaction product. The product is: [F:26][C:2]1[N:7]=[C:6]([C:8]2[C:17]3[CH2:16][CH2:15][CH2:14][CH2:13][C:12]=3[N:11]=[C:10]([O:18][CH2:19][C:20]3[CH:25]=[CH:24][CH:23]=[CH:22][N:21]=3)[CH:9]=2)[CH:5]=[N:4][CH:3]=1. (4) Given the reactants [F:1][C:2]1[CH:11]=[CH:10][CH:9]=[C:8]2[C:3]=1[C:4]([S:21]([CH3:24])(=[O:23])=[O:22])=[C:5]([C:15]1[CH:20]=[CH:19][CH:18]=[CH:17][CH:16]=1)[C:6]([CH:12]([NH2:14])[CH3:13])=[N:7]2.[NH2:25][C:26]1[C:31]([C:32]#[N:33])=[C:30](Cl)[N:29]=[CH:28][N:27]=1.CCN(C(C)C)C(C)C, predict the reaction product. The product is: [NH2:25][C:26]1[C:31]([C:32]#[N:33])=[C:30]([NH:14][CH:12]([C:6]2[C:5]([C:15]3[CH:20]=[CH:19][CH:18]=[CH:17][CH:16]=3)=[C:4]([S:21]([CH3:24])(=[O:23])=[O:22])[C:3]3[C:8](=[CH:9][CH:10]=[CH:11][C:2]=3[F:1])[N:7]=2)[CH3:13])[N:29]=[CH:28][N:27]=1. (5) The product is: [Cl:19][C:5]1[C:6]([N:8]([CH3:18])[CH:9]2[CH:13]3[O:14][CH2:15][CH:16]([OH:17])[CH:12]3[O:11][CH2:10]2)=[N:7][C:2]([NH:27][C:25]2[CH:24]=[N:23][N:22]([CH3:21])[CH:26]=2)=[N:3][CH:4]=1. Given the reactants Cl[C:2]1[N:7]=[C:6]([N:8]([CH3:18])[CH:9]2[CH:13]3[O:14][CH2:15][CH:16]([OH:17])[CH:12]3[O:11][CH2:10]2)[C:5]([Cl:19])=[CH:4][N:3]=1.Cl.[CH3:21][N:22]1[CH:26]=[C:25]([NH2:27])[CH:24]=[N:23]1.C(N(C(C)C)C(C)C)C, predict the reaction product. (6) Given the reactants CS([O:5][CH2:6][CH:7]1[CH2:12][CH2:11][N:10]([C:13]2[N:18]=[CH:17][C:16]([CH2:19][CH3:20])=[CH:15][N:14]=2)[CH2:9][CH2:8]1)(=O)=O.O[CH:22]1[CH2:25][N:24]([C:26]([O:28][C:29]([CH3:32])([CH3:31])[CH3:30])=[O:27])[CH2:23]1.[H-].[Na+].[NH4+].[Cl-], predict the reaction product. The product is: [CH2:19]([C:16]1[CH:15]=[N:14][C:13]([N:10]2[CH2:11][CH2:12][CH:7]([CH2:6][O:5][CH:22]3[CH2:23][N:24]([C:26]([O:28][C:29]([CH3:32])([CH3:31])[CH3:30])=[O:27])[CH2:25]3)[CH2:8][CH2:9]2)=[N:18][CH:17]=1)[CH3:20]. (7) Given the reactants [CH2:1]([O:3][C:4]([C:6]1[NH:7][C:8]2[C:13]([CH:14]=1)=[CH:12][CH:11]=[C:10]([C:15]#[N:16])[CH:9]=2)=[O:5])[CH3:2].[H-].[Na+].I[CH3:20], predict the reaction product. The product is: [CH2:1]([O:3][C:4]([C:6]1[N:7]([CH3:20])[C:8]2[C:13]([CH:14]=1)=[CH:12][CH:11]=[C:10]([C:15]#[N:16])[CH:9]=2)=[O:5])[CH3:2]. (8) Given the reactants Br[C:2]1[CH:3]=[C:4]([CH2:7][OH:8])[S:5][CH:6]=1.[CH3:9][N:10](C)C=O, predict the reaction product. The product is: [OH:8][CH2:7][C:4]1[S:5][CH:6]=[C:2]([C:9]#[N:10])[CH:3]=1. (9) Given the reactants [Cl:1][C:2]1[CH:3]=[C:4]([NH:18][C:19]2[C:20]3[N:27]([CH2:28][CH2:29][OH:30])[CH:26]=[CH:25][C:21]=3[N:22]=[CH:23][N:24]=2)[CH:5]=[CH:6][C:7]=1[O:8][C:9]1[CH:17]=[CH:16][CH:15]=[C:14]2[C:10]=1[CH:11]=[CH:12][NH:13]2.[CH3:31][S:32](O)(=[O:34])=[O:33].C(OC(C)C)(C)C, predict the reaction product. The product is: [CH3:31][S:32]([O:30][CH2:29][CH2:28][N:27]1[C:20]2[C:19]([NH:18][C:4]3[CH:5]=[CH:6][C:7]([O:8][C:9]4[CH:17]=[CH:16][CH:15]=[C:14]5[C:10]=4[CH:11]=[CH:12][NH:13]5)=[C:2]([Cl:1])[CH:3]=3)=[N:24][CH:23]=[N:22][C:21]=2[CH:25]=[CH:26]1)(=[O:34])=[O:33]. (10) Given the reactants [NH2:1][C:2]1[C:6]([C:7]#[N:8])=[CH:5][NH:4][N:3]=1.CN(C=O)C.[CH3:14][O:15][C:16](=[O:25])[C:17]1[CH:22]=[CH:21][C:20]([CH2:23]Br)=[CH:19][CH:18]=1, predict the reaction product. The product is: [CH3:14][O:15][C:16](=[O:25])[C:17]1[CH:22]=[CH:21][C:20]([CH2:23][N:4]2[CH:5]=[C:6]([C:7]#[N:8])[C:2]([NH2:1])=[N:3]2)=[CH:19][CH:18]=1.